Dataset: Forward reaction prediction with 1.9M reactions from USPTO patents (1976-2016). Task: Predict the product of the given reaction. Given the reactants [CH3:1][N:2]([CH3:26])[CH2:3][CH2:4][N:5]([CH3:25])[C:6]1[S:7][C:8]2[CH:14]=[C:13]([NH:15][C:16]([C:18]3[CH:23]=[N:22][C:21](Cl)=[CH:20][N:19]=3)=[O:17])[CH:12]=[CH:11][C:9]=2[N:10]=1.[F:27][C:28]1[CH:33]=[CH:32][C:31](B(O)O)=[CH:30][CH:29]=1.C(=O)([O-])[O-].[K+].[K+].O1CCOCC1, predict the reaction product. The product is: [CH3:1][N:2]([CH3:26])[CH2:3][CH2:4][N:5]([CH3:25])[C:6]1[S:7][C:8]2[CH:14]=[C:13]([NH:15][C:16]([C:18]3[CH:23]=[N:22][C:21]([C:31]4[CH:32]=[CH:33][C:28]([F:27])=[CH:29][CH:30]=4)=[CH:20][N:19]=3)=[O:17])[CH:12]=[CH:11][C:9]=2[N:10]=1.